This data is from Full USPTO retrosynthesis dataset with 1.9M reactions from patents (1976-2016). The task is: Predict the reactants needed to synthesize the given product. (1) Given the product [NH2:25][C:26]1[CH:34]=[CH:33][C:29]([C:30]([N:50]2[CH2:51][CH2:52][N:47]([CH3:46])[CH2:48][CH2:49]2)=[O:32])=[CH:28][C:27]=1[O:35][CH3:36], predict the reactants needed to synthesize it. The reactants are: CN(C(ON1N=NC2C=CC=NC1=2)=[N+](C)C)C.F[P-](F)(F)(F)(F)F.[NH2:25][C:26]1[CH:34]=[CH:33][C:29]([C:30]([OH:32])=O)=[CH:28][C:27]=1[O:35][CH3:36].CCN(C(C)C)C(C)C.[CH3:46][N:47]1[CH2:52][CH2:51][NH:50][CH2:49][CH2:48]1. (2) Given the product [C:11]([NH:14][C:15](=[CH:20][C:2]1[CH:3]=[C:4]([CH3:10])[C:5]([Cl:9])=[C:6]([CH3:8])[CH:7]=1)[C:16]([O:18][CH3:19])=[O:17])(=[O:13])[CH3:12], predict the reactants needed to synthesize it. The reactants are: Br[C:2]1[CH:3]=[C:4]([CH3:10])[C:5]([Cl:9])=[C:6]([CH3:8])[CH:7]=1.[C:11]([NH:14][C:15](=[CH2:20])[C:16]([O:18][CH3:19])=[O:17])(=[O:13])[CH3:12].C1(C)C=CC=CC=1P(C1C=CC=CC=1C)C1C=CC=CC=1C. (3) The reactants are: [Cl:1][C:2]([Cl:19])([Cl:18])[CH2:3][O:4][C:5]([C@@H:7]1[CH2:12][CH2:11][CH2:10][N:9]([C:13](=[O:17])[C@@H:14]([NH2:16])[CH3:15])[NH:8]1)=[O:6].[C:20]([O:24][C:25]([N:27]([CH3:35])[C@@H:28]([CH:32]([CH3:34])[CH3:33])[C:29](O)=[O:30])=[O:26])([CH3:23])([CH3:22])[CH3:21].C(N(CC)C(C)C)(C)C.C[NH3+].F[P-](F)(F)(F)(F)F.N1(OC(N(C)C)=[N+](C)C)C2N=CC=CC=2N=N1.F[P-](F)(F)(F)(F)F. Given the product [Cl:19][C:2]([Cl:1])([Cl:18])[CH2:3][O:4][C:5]([C@@H:7]1[CH2:12][CH2:11][CH2:10][N:9]([C:13](=[O:17])[C@@H:14]([NH:16][C:29](=[O:30])[C@@H:28]([N:27]([C:25]([O:24][C:20]([CH3:21])([CH3:23])[CH3:22])=[O:26])[CH3:35])[CH:32]([CH3:34])[CH3:33])[CH3:15])[NH:8]1)=[O:6], predict the reactants needed to synthesize it. (4) Given the product [N:12]1([CH2:11][C:9]2[N:10]=[C:6]3[CH:5]=[CH:4][CH:3]=[C:2]([N:30]4[CH2:31][CH2:32][C@H:28]([N:27]([CH3:33])[CH3:26])[CH2:29]4)[N:7]3[CH:8]=2)[C@H:25]2[C@H:16]([CH2:17][CH2:18][C:19]3[C:24]2=[N:23][CH:22]=[CH:21][CH:20]=3)[CH2:15][CH2:14][CH2:13]1, predict the reactants needed to synthesize it. The reactants are: F[C:2]1[N:7]2[CH:8]=[C:9]([CH2:11][N:12]3[C@H:25]4[C@H:16]([CH2:17][CH2:18][C:19]5[C:24]4=[N:23][CH:22]=[CH:21][CH:20]=5)[CH2:15][CH2:14][CH2:13]3)[N:10]=[C:6]2[CH:5]=[CH:4][CH:3]=1.[CH3:26][N:27]([CH3:33])[C@H:28]1[CH2:32][CH2:31][NH:30][CH2:29]1.O. (5) Given the product [NH2:31][C:30]1[C:18]2[C:17]([C:9]3[CH:8]=[N:7][C:16]4[C:11]([CH:10]=3)=[CH:12][CH:13]=[CH:14][CH:15]=4)=[C:25]3[N:20]([C:19]=2[N:27]=[CH:28][N:29]=1)[CH2:21][C@@H:22]([NH:26][C:4](=[O:6])/[CH:3]=[CH:2]/[Cl:1])[CH2:23][CH2:24]3, predict the reactants needed to synthesize it. The reactants are: [Cl:1]/[CH:2]=[CH:3]/[C:4]([OH:6])=O.[N:7]1[C:16]2[C:11](=[CH:12][CH:13]=[CH:14][CH:15]=2)[CH:10]=[C:9]([C:17]2[C:18]3[C:30]([NH2:31])=[N:29][CH:28]=[N:27][C:19]=3[N:20]3[C:25]=2[CH2:24][CH2:23][C@H:22]([NH2:26])[CH2:21]3)[CH:8]=1.Cl.CN(C)CCCN=C=NCC.C(=O)(O)[O-].[Na+]. (6) Given the product [C:32]([O:36][C:37](=[O:46])[NH:38][C:39]1[CH:40]=[CH:41][C:42]([NH:45][C:23]2[N:22]3[N:29]=[CH:30][CH:31]=[C:21]3[CH:20]=[C:19]([C:14]3[CH:13]=[CH:12][C:11]4[C:16](=[CH:17][CH:18]=[C:9]([O:8][CH2:1][C:2]5[CH:7]=[CH:6][CH:5]=[CH:4][CH:3]=5)[CH:10]=4)[CH:15]=3)[N:24]=2)=[CH:43][CH:44]=1)([CH3:35])([CH3:33])[CH3:34], predict the reactants needed to synthesize it. The reactants are: [CH2:1]([O:8][C:9]1[CH:10]=[C:11]2[C:16](=[CH:17][CH:18]=1)[CH:15]=[C:14]([C:19]1[N:24]=[C:23](S(C)(=O)=O)[N:22]3[N:29]=[CH:30][CH:31]=[C:21]3[CH:20]=1)[CH:13]=[CH:12]2)[C:2]1[CH:7]=[CH:6][CH:5]=[CH:4][CH:3]=1.[C:32]([O:36][C:37](=[O:46])[NH:38][C:39]1[CH:44]=[CH:43][C:42]([NH2:45])=[CH:41][CH:40]=1)([CH3:35])([CH3:34])[CH3:33].